Task: Regression. Given a peptide amino acid sequence and an MHC pseudo amino acid sequence, predict their binding affinity value. This is MHC class I binding data.. Dataset: Peptide-MHC class I binding affinity with 185,985 pairs from IEDB/IMGT (1) The peptide sequence is IFRLMRTNF. The MHC is HLA-A02:02 with pseudo-sequence HLA-A02:02. The binding affinity (normalized) is 0. (2) The peptide sequence is FPMAVKLFI. The MHC is HLA-B07:02 with pseudo-sequence HLA-B07:02. The binding affinity (normalized) is 0.719. (3) The peptide sequence is IFPGDKTSY. The MHC is HLA-A03:01 with pseudo-sequence HLA-A03:01. The binding affinity (normalized) is 0.135. (4) The peptide sequence is YVFAIPLPF. The MHC is HLA-B51:01 with pseudo-sequence HLA-B51:01. The binding affinity (normalized) is 0.0847. (5) The peptide sequence is DRSPYRAL. The MHC is H-2-Kb with pseudo-sequence H-2-Kb. The binding affinity (normalized) is 0.219. (6) The peptide sequence is WRRRWQQLLAL. The MHC is Mamu-B03 with pseudo-sequence Mamu-B03. The binding affinity (normalized) is 0.834. (7) The peptide sequence is IAILLLSVY. The MHC is Mamu-B6601 with pseudo-sequence Mamu-B6601. The binding affinity (normalized) is 0.372.